From a dataset of Peptide-MHC class I binding affinity with 185,985 pairs from IEDB/IMGT. Regression. Given a peptide amino acid sequence and an MHC pseudo amino acid sequence, predict their binding affinity value. This is MHC class I binding data. (1) The peptide sequence is ASKVFFGPI. The binding affinity (normalized) is 0.126. The MHC is HLA-B08:01 with pseudo-sequence HLA-B08:01. (2) The peptide sequence is KPKLKVATL. The MHC is HLA-A26:01 with pseudo-sequence HLA-A26:01. The binding affinity (normalized) is 0.0847. (3) The peptide sequence is KVIKVSARV. The MHC is Patr-B0101 with pseudo-sequence Patr-B0101. The binding affinity (normalized) is 0.155. (4) The peptide sequence is FQEALKKSL. The MHC is HLA-A11:01 with pseudo-sequence HLA-A11:01. The binding affinity (normalized) is 0.0847. (5) The peptide sequence is QTDPLWQKY. The MHC is HLA-A26:02 with pseudo-sequence HLA-A26:02. The binding affinity (normalized) is 0.267. (6) The peptide sequence is FLRGRAYGL. The MHC is HLA-A30:01 with pseudo-sequence HLA-A30:01. The binding affinity (normalized) is 0.213. (7) The MHC is HLA-B39:01 with pseudo-sequence HLA-B39:01. The peptide sequence is VVSYEAGEW. The binding affinity (normalized) is 0.0847. (8) The peptide sequence is ARYSNFAWY. The MHC is HLA-A11:01 with pseudo-sequence HLA-A11:01. The binding affinity (normalized) is 0.0847.